Predict the reaction yield, written as a fraction of the theoretical maximum amount of product (1.0 means a 100% yield; for example, 0.34 means a 34% yield). From a dataset of Reaction yield outcomes from USPTO patents with 853,638 reactions. The reactants are [N:1]1([C:8]2[CH:9]=[C:10]([C:14]3[N:18]([CH3:19])[C:17]4[CH:20]=[CH:21][CH:22]=[CH:23][C:16]=4[N:15]=3)[CH:11]=[CH:12][CH:13]=2)[CH2:7][CH2:6][CH2:5][NH:4][CH2:3][CH2:2]1.C(N(CC)CC)C.[CH3:31][S:32](Cl)(=[O:34])=[O:33].O. The catalyst is ClCCl. The product is [CH3:31][S:32]([N:4]1[CH2:5][CH2:6][CH2:7][N:1]([C:8]2[CH:9]=[C:10]([C:14]3[N:18]([CH3:19])[C:17]4[CH:20]=[CH:21][CH:22]=[CH:23][C:16]=4[N:15]=3)[CH:11]=[CH:12][CH:13]=2)[CH2:2][CH2:3]1)(=[O:34])=[O:33]. The yield is 0.540.